This data is from Reaction yield outcomes from USPTO patents with 853,638 reactions. The task is: Predict the reaction yield, written as a fraction of the theoretical maximum amount of product (1.0 means a 100% yield; for example, 0.34 means a 34% yield). (1) The reactants are [CH3:1][C:2]1[CH:6]=[C:5]([NH2:7])[S:4][N:3]=1.Br[C:9]1[C:10](=[O:17])[N:11]([CH3:16])[CH:12]=[C:13]([Br:15])[N:14]=1.C1C=CC(P(C2C(C3C(P(C4C=CC=CC=4)C4C=CC=CC=4)=CC=C4C=3C=CC=C4)=C3C(C=CC=C3)=CC=2)C2C=CC=CC=2)=CC=1.C([O-])([O-])=O.[K+].[K+]. The catalyst is CC([O-])=O.CC([O-])=O.[Pd+2].O1CCOCC1. The product is [Br:15][C:13]1[N:14]=[C:9]([NH:7][C:5]2[S:4][N:3]=[C:2]([CH3:1])[CH:6]=2)[C:10](=[O:17])[N:11]([CH3:16])[CH:12]=1. The yield is 0.500. (2) The reactants are [CH2:1]([N:3]1[CH:7]=[C:6]([C:8]2[CH:13]=[CH:12][N:11]=[C:10]3[NH:14][CH:15]=[CH:16][C:9]=23)[C:5]([C:17]2[CH:23]=[CH:22][C:20]([NH2:21])=[CH:19][CH:18]=2)=[N:4]1)[CH3:2].C(N(CC)CC)C.Cl[C:32](OC1C=CC([N+]([O-])=O)=CC=1)=[O:33].[C:44]1([C:51]2[CH:56]=[CH:55][CH:54]=[CH:53][CH:52]=2)[CH:49]=[CH:48][CH:47]=[C:46]([NH2:50])[CH:45]=1. The catalyst is O1CCCC1.O. The product is [C:44]1([C:51]2[CH:52]=[CH:53][CH:54]=[CH:55][CH:56]=2)[CH:49]=[CH:48][CH:47]=[C:46]([NH:50][C:32]([NH:21][C:20]2[CH:22]=[CH:23][C:17]([C:5]3[C:6]([C:8]4[CH:13]=[CH:12][N:11]=[C:10]5[NH:14][CH:15]=[CH:16][C:9]=45)=[CH:7][N:3]([CH2:1][CH3:2])[N:4]=3)=[CH:18][CH:19]=2)=[O:33])[CH:45]=1. The yield is 0.450.